From a dataset of Full USPTO retrosynthesis dataset with 1.9M reactions from patents (1976-2016). Predict the reactants needed to synthesize the given product. (1) Given the product [F:17][C:13]1[C:12]([CH3:18])=[C:11]([C:8]2[CH:9]=[N:10][C:5]3[N:6]([CH:19]=[C:3]([CH2:2][O:20][C:21]4[CH:26]=[CH:25][CH:24]=[CH:23][N:22]=4)[N:4]=3)[N:7]=2)[CH:16]=[CH:15][CH:14]=1, predict the reactants needed to synthesize it. The reactants are: Cl[CH2:2][C:3]1[N:4]=[C:5]2[N:10]=[CH:9][C:8]([C:11]3[CH:16]=[CH:15][CH:14]=[C:13]([F:17])[C:12]=3[CH3:18])=[N:7][N:6]2[CH:19]=1.[OH:20][C:21]1[CH:26]=[CH:25][CH:24]=[CH:23][N:22]=1. (2) Given the product [Cl:16][C:4]1[N:5]=[C:6]([C:8]2[S:9][CH:10]=[CH:11][N:12]=2)[N:7]=[C:2]([NH2:1])[CH:3]=1, predict the reactants needed to synthesize it. The reactants are: [NH2:1][C:2]1[N:7]=[C:6]([C:8]2[S:9][CH:10]=[CH:11][N:12]=2)[N:5]=[C:4](O)[CH:3]=1.P(Cl)(Cl)([Cl:16])=O.